Dataset: Reaction yield outcomes from USPTO patents with 853,638 reactions. Task: Predict the reaction yield, written as a fraction of the theoretical maximum amount of product (1.0 means a 100% yield; for example, 0.34 means a 34% yield). (1) The reactants are [C:1]([O:5][C:6]([N:8]1[CH2:13][CH:12]=[C:11]([C:14]2[CH:38]=[CH:37][C:17]3[C:18]4[N:22]([CH2:23][CH2:24][O:25][C:16]=3[CH:15]=2)[CH:21]=[C:20]([C:26]2[N:27]([CH:34]([CH3:36])[CH3:35])[N:28]=[C:29]([CH2:31][O:32][CH3:33])[N:30]=2)[N:19]=4)[CH2:10][CH2:9]1)=[O:7])([CH3:4])([CH3:3])[CH3:2]. The catalyst is [Pd]. The product is [C:1]([O:5][C:6]([N:8]1[CH2:9][CH2:10][CH:11]([C:14]2[CH:38]=[CH:37][C:17]3[C:18]4[N:22]([CH2:23][CH2:24][O:25][C:16]=3[CH:15]=2)[CH:21]=[C:20]([C:26]2[N:27]([CH:34]([CH3:35])[CH3:36])[N:28]=[C:29]([CH2:31][O:32][CH3:33])[N:30]=2)[N:19]=4)[CH2:12][CH2:13]1)=[O:7])([CH3:3])([CH3:2])[CH3:4]. The yield is 0.720. (2) The reactants are [Cl:1][C:2]1[CH:7]=[CH:6][C:5]([O:8]C)=[CH:4][C:3]=1[C:10]1[C:34]([CH3:35])=[CH:33][C:13]2[N:14]=[C:15]([NH:18][C:19]3[CH:24]=[CH:23][C:22]([O:25][CH2:26][CH2:27][N:28]4[CH2:32][CH2:31][CH2:30][CH2:29]4)=[CH:21][CH:20]=3)[N:16]=[N:17][C:12]=2[CH:11]=1.B(Br)(Br)Br. The catalyst is C(Cl)Cl. The product is [Cl:1][C:2]1[CH:7]=[CH:6][C:5]([OH:8])=[CH:4][C:3]=1[C:10]1[C:34]([CH3:35])=[CH:33][C:13]2[N:14]=[C:15]([NH:18][C:19]3[CH:24]=[CH:23][C:22]([O:25][CH2:26][CH2:27][N:28]4[CH2:32][CH2:31][CH2:30][CH2:29]4)=[CH:21][CH:20]=3)[N:16]=[N:17][C:12]=2[CH:11]=1. The yield is 0.930. (3) The reactants are [O:1]=[C:2]1[C:7]([C:8]([O:10]C)=[O:9])=[CH:6][CH:5]=[CH:4][N:3]1[C:12]1[CH:17]=[CH:16][CH:15]=[CH:14][N:13]=1.[OH-].[Na+].C(O)(C(F)(F)F)=O. The catalyst is CO. The product is [O:1]=[C:2]1[C:7]([C:8]([OH:10])=[O:9])=[CH:6][CH:5]=[CH:4][N:3]1[C:12]1[CH:17]=[CH:16][CH:15]=[CH:14][N:13]=1. The yield is 0.550. (4) The yield is 0.780. The catalyst is O1CCCC1. The product is [Cl:3][C:4]1[N:9]2[CH:10]=[C:11]([CH2:13][O:14][C:15]3[CH:16]=[CH:17][C:18]([CH2:19][O:20]/[N:21]=[C:22](/[C:29]4[CH:34]=[CH:33][CH:32]=[CH:31][CH:30]=4)\[CH2:23][CH2:24][C:25]([OH:27])=[O:26])=[CH:35][CH:36]=3)[N:12]=[C:8]2[CH:7]=[CH:6][CH:5]=1. The reactants are [OH-].[Na+].[Cl:3][C:4]1[N:9]2[CH:10]=[C:11]([CH2:13][O:14][C:15]3[CH:36]=[CH:35][C:18]([CH2:19][O:20]/[N:21]=[C:22](/[C:29]4[CH:34]=[CH:33][CH:32]=[CH:31][CH:30]=4)\[CH2:23][CH2:24][C:25]([O:27]C)=[O:26])=[CH:17][CH:16]=3)[N:12]=[C:8]2[CH:7]=[CH:6][CH:5]=1.CO.Cl. (5) The reactants are C(N1C=CN=C1)(N1C=CN=C1)=O.[C:13]([NH:20][CH2:21][C:22]([OH:24])=O)([O:15][C:16]([CH3:19])([CH3:18])[CH3:17])=[O:14].[Cl-].[Mg+2].[Cl-].[C:28]([O:34][CH2:35][CH3:36])(=[O:33])[CH2:29]C([O-])=O.[K+]. The catalyst is C1COCC1. The product is [C:16]([O:15][C:13]([NH:20][CH2:21][C:22](=[O:24])[CH2:29][C:28]([O:34][CH2:35][CH3:36])=[O:33])=[O:14])([CH3:17])([CH3:18])[CH3:19]. The yield is 0.740. (6) The reactants are [CH:1]1[CH:2]=[CH:3][C:4]2N(O)N=N[C:5]=2[CH:6]=1.[NH3:11].CN(C(ON1N=[N:27][C:22]2[CH:23]=[CH:24][CH:25]=[CH:26]C1=2)=[N+](C)C)C.[B-](F)(F)(F)F.CC[N:36]([CH:40]([CH3:42])C)[CH:37]([CH3:39])C.[OH2:43].[CH3:44]N(C=O)C. No catalyst specified. The product is [CH:5]1([C:44]2[NH:11][C:25]([C:26]3[CH:39]=[CH:37][N:36]=[CH:40][CH:42]=3)=[CH:24][C:23]=2[C:22]([NH2:27])=[O:43])[CH2:4][CH2:3][CH2:2][CH2:1][CH2:6]1. The yield is 0.430. (7) The reactants are Br[C:2]1[CH:3]=[CH:4][C:5]([C:9]2[N:13]=[CH:12][N:11](C(OC(C)(C)C)=O)[N:10]=2)=[N:6][C:7]=1[CH3:8].[CH:21]([N:24]1[C:29]2=[N:30][C:31](B3OC(C)(C)C(C)(C)O3)=[CH:32][N:33]=[C:28]2[NH:27][CH2:26][C:25]1=[O:43])([CH3:23])[CH3:22].C(=O)([O-])[O-].[Na+].[Na+]. The catalyst is CC(N(C)C)=O.O.[Pd].C1(P(C2C=CC=CC=2)C2C=CC=CC=2)C=CC=CC=1.C1(P(C2C=CC=CC=2)C2C=CC=CC=2)C=CC=CC=1.C1(P(C2C=CC=CC=2)C2C=CC=CC=2)C=CC=CC=1.C1(P(C2C=CC=CC=2)C2C=CC=CC=2)C=CC=CC=1. The product is [CH:21]([N:24]1[C:29]2=[N:30][C:31]([C:2]3[C:7]([CH3:8])=[N:6][C:5]([C:9]4[NH:13][CH:12]=[N:11][N:10]=4)=[CH:4][CH:3]=3)=[CH:32][N:33]=[C:28]2[NH:27][CH2:26][C:25]1=[O:43])([CH3:23])[CH3:22]. The yield is 0.410. (8) The reactants are [CH3:1][N:2]([CH3:20])[C:3]1[N:8]=[C:7]2[N:9]([CH:14]3[CH2:19][CH2:18][NH:17][CH2:16][CH2:15]3)[C:10](=[O:13])[N:11]([CH3:12])[C:6]2=[CH:5][CH:4]=1.[CH3:21][S:22]([N:25]1[CH2:30][CH2:29][C:28]2[N:31]([CH2:44][C@@H:45]3[CH2:47][O:46]3)[N:32]=[C:33]([C:34]3[CH:39]=[CH:38][C:37]([C:40]([F:43])([F:42])[F:41])=[CH:36][CH:35]=3)[C:27]=2[CH2:26]1)(=[O:24])=[O:23]. The catalyst is CCO.ClC(Cl)C. The product is [CH3:1][N:2]([CH3:20])[C:3]1[N:8]=[C:7]2[N:9]([CH:14]3[CH2:19][CH2:18][N:17]([CH2:47][C@H:45]([OH:46])[CH2:44][N:31]4[C:28]5[CH2:29][CH2:30][N:25]([S:22]([CH3:21])(=[O:24])=[O:23])[CH2:26][C:27]=5[C:33]([C:34]5[CH:39]=[CH:38][C:37]([C:40]([F:42])([F:43])[F:41])=[CH:36][CH:35]=5)=[N:32]4)[CH2:16][CH2:15]3)[C:10](=[O:13])[N:11]([CH3:12])[C:6]2=[CH:5][CH:4]=1. The yield is 0.970. (9) The reactants are Cl.[NH2:2][C@@H:3]([CH2:24][CH:25]1[CH2:30][CH2:29][CH2:28][CH2:27][CH2:26]1)[C:4]([NH:6][C@H:7]1[CH2:13][CH2:12][CH2:11][N:10]([S:14]([C:17]2[CH:22]=[CH:21][CH:20]=[CH:19][N:18]=2)(=[O:16])=[O:15])[CH2:9][C@@H:8]1[OH:23])=[O:5].[CH3:31][C:32]1[S:33][C:34]([C:38](O)=[O:39])=[C:35]([CH3:37])[N:36]=1.CC(OI1(OC(C)=O)(OC(C)=O)OC(=O)C2C=CC=CC1=2)=O. No catalyst specified. The product is [CH:25]1([CH2:24][C@H:3]([NH:2][C:38]([C:34]2[S:33][C:32]([CH3:31])=[N:36][C:35]=2[CH3:37])=[O:39])[C:4](=[O:5])[NH:6][C@H:7]2[CH2:13][CH2:12][CH2:11][N:10]([S:14]([C:17]3[CH:22]=[CH:21][CH:20]=[CH:19][N:18]=3)(=[O:15])=[O:16])[CH2:9][C:8]2=[O:23])[CH2:30][CH2:29][CH2:28][CH2:27][CH2:26]1. The yield is 0.480. (10) The reactants are Br[C:2]1[CH:7]=[CH:6][C:5]([C:8]2[C:12]([C:13]3[CH:18]=[CH:17][N:16]=[CH:15][N:14]=3)=[CH:11][N:10]([CH3:19])[N:9]=2)=[CH:4][CH:3]=1.[C:20]([Si:22]([CH3:25])([CH3:24])[CH3:23])#[CH:21].O. The catalyst is CCN(CC)CC.O1CCOCC1.Cl[Pd](Cl)([P](C1C=CC=CC=1)(C1C=CC=CC=1)C1C=CC=CC=1)[P](C1C=CC=CC=1)(C1C=CC=CC=1)C1C=CC=CC=1.[Cu]I. The product is [CH3:19][N:10]1[CH:11]=[C:12]([C:13]2[CH:18]=[CH:17][N:16]=[CH:15][N:14]=2)[C:8]([C:5]2[CH:6]=[CH:7][C:2]([C:21]#[C:20][Si:22]([CH3:25])([CH3:24])[CH3:23])=[CH:3][CH:4]=2)=[N:9]1. The yield is 0.832.